This data is from Peptide-MHC class I binding affinity with 185,985 pairs from IEDB/IMGT. The task is: Regression. Given a peptide amino acid sequence and an MHC pseudo amino acid sequence, predict their binding affinity value. This is MHC class I binding data. (1) The peptide sequence is FVEELLHRGY. The MHC is HLA-A31:01 with pseudo-sequence HLA-A31:01. The binding affinity (normalized) is 0. (2) The peptide sequence is RLRPGGKKKY. The MHC is HLA-B07:02 with pseudo-sequence HLA-B07:02. The binding affinity (normalized) is 0. (3) The peptide sequence is SVANIDRIK. The MHC is HLA-B15:17 with pseudo-sequence HLA-B15:17. The binding affinity (normalized) is 0.0847. (4) The peptide sequence is RRLTARGLI. The MHC is Mamu-B03 with pseudo-sequence Mamu-B03. The binding affinity (normalized) is 0.700. (5) The peptide sequence is FFSPFFFSL. The MHC is HLA-A30:02 with pseudo-sequence HLA-A30:02. The binding affinity (normalized) is 0.213. (6) The peptide sequence is SIIQEKLGY. The MHC is HLA-B08:01 with pseudo-sequence HLA-B08:01. The binding affinity (normalized) is 0.0847.